This data is from Forward reaction prediction with 1.9M reactions from USPTO patents (1976-2016). The task is: Predict the product of the given reaction. (1) The product is: [CH:6]1([CH2:5][CH:4]([C:11]2[CH:16]=[CH:15][C:14]([N:17]3[C:21]([CH3:22])=[N:20][N:19]=[N:18]3)=[C:13]([C:23]([F:24])([F:26])[F:25])[CH:12]=2)[C:3]([OH:27])=[O:2])[CH2:10][CH2:9][CH2:8][CH2:7]1. Given the reactants C[O:2][C:3](=[O:27])[CH:4]([C:11]1[CH:16]=[CH:15][C:14]([N:17]2[C:21]([CH3:22])=[N:20][N:19]=[N:18]2)=[C:13]([C:23]([F:26])([F:25])[F:24])[CH:12]=1)[CH2:5][CH:6]1[CH2:10][CH2:9][CH2:8][CH2:7]1.[OH-].[Na+], predict the reaction product. (2) Given the reactants FC(F)(F)S(O[CH:7]1[N:11]([CH3:12])[N:10]=[C:9]([CH3:13])[CH2:8]1)(=O)=O.[SH:16][CH2:17][CH:18]1[CH2:23][CH2:22][N:21]([C:24]([O:26][C:27]([CH3:30])([CH3:29])[CH3:28])=[O:25])[CH2:20][CH2:19]1.C(=O)([O-])[O-].[K+].[K+].CC1(C)C2C(=C(P(C3C=CC=CC=3)C3C=CC=CC=3)C=CC=2)OC2C(P(C3C=CC=CC=3)C3C=CC=CC=3)=CC=CC1=2, predict the reaction product. The product is: [CH3:12][N:11]1[C:7]([S:16][CH2:17][CH:18]2[CH2:23][CH2:22][N:21]([C:24]([O:26][C:27]([CH3:30])([CH3:29])[CH3:28])=[O:25])[CH2:20][CH2:19]2)=[CH:8][C:9]([CH3:13])=[N:10]1.